Dataset: Reaction yield outcomes from USPTO patents with 853,638 reactions. Task: Predict the reaction yield, written as a fraction of the theoretical maximum amount of product (1.0 means a 100% yield; for example, 0.34 means a 34% yield). (1) The reactants are C([Li])CCC.Br[C:7]1[S:20][C:10]2[C:11]3[CH:19]=[N:18][CH:17]=[CH:16][C:12]=3[O:13][CH2:14][CH2:15][C:9]=2[CH:8]=1.[Cl:21][C:22]1[CH:27]=[CH:26][CH:25]=[CH:24][C:23]=1[N:28]=[C:29]=[O:30].Cl.C([O-])(O)=O.[Na+]. The catalyst is CCCCCC.O1CCCC1. The product is [Cl:21][C:22]1[CH:27]=[CH:26][CH:25]=[CH:24][C:23]=1[NH:28][C:29]([C:7]1[S:20][C:10]2[C:11]3[CH:19]=[N:18][CH:17]=[CH:16][C:12]=3[O:13][CH2:14][CH2:15][C:9]=2[CH:8]=1)=[O:30]. The yield is 0.660. (2) The reactants are [CH2:1]([C@H:3]1[C@@H:7]([C:8]2[N:12]3[C:13]4[CH:19]=[CH:18][N:17]([S:20]([C:23]5[CH:29]=[CH:28][C:26]([CH3:27])=[CH:25][CH:24]=5)(=[O:22])=[O:21])[C:14]=4[N:15]=[CH:16][C:11]3=[N:10][N:9]=2)[CH2:6][C@@H:5]([NH2:30])[CH2:4]1)[CH3:2].CCO.CCN(C(C)C)C(C)C.Cl[C:44]1[S:45][C:46]([C:49]#[N:50])=[CH:47][N:48]=1. The catalyst is C(Cl)Cl. The product is [CH2:1]([C@H:3]1[C@@H:7]([C:8]2[N:12]3[C:13]4[CH:19]=[CH:18][N:17]([S:20]([C:23]5[CH:24]=[CH:25][C:26]([CH3:27])=[CH:28][CH:29]=5)(=[O:22])=[O:21])[C:14]=4[N:15]=[CH:16][C:11]3=[N:10][N:9]=2)[CH2:6][C@@H:5]([NH:30][C:44]2[S:45][C:46]([C:49]#[N:50])=[CH:47][N:48]=2)[CH2:4]1)[CH3:2]. The yield is 0.840. (3) The reactants are S(O)(O)(=O)=O.[NH2:6][C:7]1[NH:8][CH:9]=[CH:10][N:11]=1.[NH2:6][C:7]1[NH:8][CH:9]=[CH:10][N:11]=1.C[O-].[Na+].C(O[CH:24](OCC)[CH2:25][C:26]#[N:27])C. The catalyst is C(O)C. The product is [N:8]1[CH:9]=[CH:10][N:11]2[CH:24]=[CH:25][C:26]([NH2:27])=[N:6][C:7]=12. The yield is 0.650. (4) The reactants are [ClH:1].Cl.[C:3]1([CH:9]([N:11]2[CH2:16][CH2:15][NH:14][CH2:13][CH2:12]2)C)[CH:8]=[CH:7][CH:6]=[CH:5][CH:4]=1.Br[CH:18]([CH3:34])[C:19]([C:21]1[CH:30]=[CH:29][C:28]2[C:23](=[CH:24][CH:25]=[C:26]([O:32][CH3:33])[C:27]=2[Cl:31])[CH:22]=1)=[O:20].[C:35]([O-])([O-])=O.[K+].[K+]. The catalyst is CC(C)=O. The product is [ClH:31].[ClH:1].[C:8]1([CH2:3][CH2:9][N:11]2[CH2:12][CH2:13][N:14]([CH:18]([C:19]([C:21]3[CH:30]=[CH:29][C:28]4[C:23](=[CH:24][CH:25]=[C:26]([O:32][CH3:33])[C:27]=4[Cl:31])[CH:22]=3)=[O:20])[CH3:34])[CH2:15][CH2:16]2)[CH:35]=[CH:4][CH:5]=[CH:6][CH:7]=1. The yield is 0.650. (5) The reactants are [F:1][C:2]1[CH:3]=[C:4]([NH2:10])[C:5]([NH2:9])=[CH:6][C:7]=1[F:8].[C:11]([O:15][C:16]([N:18]1[CH2:23][CH2:22][CH2:21][CH2:20][CH:19]1[CH2:24][C:25](O)=O)=[O:17])([CH3:14])([CH3:13])[CH3:12]. The catalyst is C(OCC)(=O)C. The product is [C:11]([O:15][C:16]([N:18]1[CH2:23][CH2:22][CH2:21][CH2:20][CH:19]1[CH2:24][C:25]1[NH:9][C:5]2[CH:6]=[C:7]([F:8])[C:2]([F:1])=[CH:3][C:4]=2[N:10]=1)=[O:17])([CH3:14])([CH3:13])[CH3:12]. The yield is 0.150.